The task is: Predict the reaction yield, written as a fraction of the theoretical maximum amount of product (1.0 means a 100% yield; for example, 0.34 means a 34% yield).. This data is from Reaction yield outcomes from USPTO patents with 853,638 reactions. (1) The reactants are C(OC([N:8]([CH2:16][C@H:17]([C:19]1[CH:24]=[CH:23][N:22]=[C:21]2[O:25][CH2:26][CH2:27][O:28][C:20]=12)[CH3:18])C(=O)OC(C)(C)C)=O)(C)(C)C.[ClH:29].CC(O)C. The catalyst is CCO. The product is [ClH:29].[ClH:29].[O:28]1[C:20]2[C:21](=[N:22][CH:23]=[CH:24][C:19]=2[C@H:17]([CH3:18])[CH2:16][NH2:8])[O:25][CH2:26][CH2:27]1. The yield is 1.00. (2) The reactants are C(Cl)(=O)C(Cl)=O.CS(C)=O.[CH2:11]([O:18][C@@H:19]1[C@@H:24]([O:25][CH2:26][C:27]2[CH:32]=[CH:31][CH:30]=[CH:29][CH:28]=2)[C@H:23]([O:33][CH2:34][C:35]2[CH:40]=[CH:39][CH:38]=[CH:37][CH:36]=2)[C:22]([CH2:52][O:53][CH2:54][C:55]2[CH:60]=[CH:59][C:58]([O:61][CH3:62])=[CH:57][CH:56]=2)([CH2:41][O:42][CH2:43][C:44]2[CH:49]=[CH:48][C:47]([O:50][CH3:51])=[CH:46][CH:45]=2)[O:21][CH:20]1[OH:63])[C:12]1[CH:17]=[CH:16][CH:15]=[CH:14][CH:13]=1.C(N(CC)CC)C. The catalyst is ClCCl. The product is [CH2:11]([O:18][C@@H:19]1[C@@H:24]([O:25][CH2:26][C:27]2[CH:28]=[CH:29][CH:30]=[CH:31][CH:32]=2)[C@H:23]([O:33][CH2:34][C:35]2[CH:40]=[CH:39][CH:38]=[CH:37][CH:36]=2)[C:22]([CH2:52][O:53][CH2:54][C:55]2[CH:56]=[CH:57][C:58]([O:61][CH3:62])=[CH:59][CH:60]=2)([CH2:41][O:42][CH2:43][C:44]2[CH:45]=[CH:46][C:47]([O:50][CH3:51])=[CH:48][CH:49]=2)[O:21][C:20]1=[O:63])[C:12]1[CH:13]=[CH:14][CH:15]=[CH:16][CH:17]=1. The yield is 0.720. (3) The reactants are Br[C:2]1[CH:3]=[CH:4][C:5]2[N:6]([CH2:15][CH2:16][O:17][CH2:18][CH2:19][O:20][CH3:21])[C:7]3[C:12]([C:13]=2[CH:14]=1)=[CH:11][CH:10]=[CH:9][CH:8]=3.[Li]CCCC.CN([CH:30]=[O:31])C. The catalyst is C1COCC1. The product is [CH3:21][O:20][CH2:19][CH2:18][O:17][CH2:16][CH2:15][N:6]1[C:5]2[CH:4]=[CH:3][C:2]([CH:30]=[O:31])=[CH:14][C:13]=2[C:12]2[C:7]1=[CH:8][CH:9]=[CH:10][CH:11]=2. The yield is 0.600. (4) The reactants are [Br:1][C:2]1[CH:3]=[C:4]2[C:10](I)=[CH:9][N:8]([S:12]([C:15]3[CH:20]=[CH:19][C:18]([CH3:21])=[CH:17][CH:16]=3)(=[O:14])=[O:13])[C:5]2=[N:6][CH:7]=1.[NH2:22][C:23]([C:25]1[CH:30]=[CH:29][C:28](B(O)O)=[CH:27][CH:26]=1)=[O:24].C([O-])([O-])=O.[Na+].[Na+].O. The catalyst is CC#N.Cl[Pd](Cl)([P](C1C=CC=CC=1)(C1C=CC=CC=1)C1C=CC=CC=1)[P](C1C=CC=CC=1)(C1C=CC=CC=1)C1C=CC=CC=1. The product is [Br:1][C:2]1[CH:3]=[C:4]2[C:10]([C:28]3[CH:29]=[CH:30][C:25]([C:23]([NH2:22])=[O:24])=[CH:26][CH:27]=3)=[CH:9][N:8]([S:12]([C:15]3[CH:20]=[CH:19][C:18]([CH3:21])=[CH:17][CH:16]=3)(=[O:14])=[O:13])[C:5]2=[N:6][CH:7]=1. The yield is 0.790. (5) The reactants are C(N(CC)CC)C.[N:8]1([S:14](Cl)(=[O:16])=[O:15])[CH2:13][CH2:12][O:11][CH2:10][CH2:9]1.[CH3:18][CH:19]1[CH2:23][CH2:22][CH2:21][N:20]1[CH2:24][CH2:25][CH2:26][O:27][C:28]1[CH:33]=[CH:32][C:31]([C:34]2[S:35][C:36]3[CH2:41][CH2:40][CH2:39][NH:38][C:37]=3[N:42]=2)=[CH:30][CH:29]=1.C(=O)([O-])[O-].[K+].[K+]. The catalyst is ClCCl.O. The product is [CH3:18][CH:19]1[CH2:23][CH2:22][CH2:21][N:20]1[CH2:24][CH2:25][CH2:26][O:27][C:28]1[CH:33]=[CH:32][C:31]([C:34]2[S:35][C:36]3[CH2:41][CH2:40][CH2:39][N:38]([S:14]([N:8]4[CH2:13][CH2:12][O:11][CH2:10][CH2:9]4)(=[O:16])=[O:15])[C:37]=3[N:42]=2)=[CH:30][CH:29]=1. The yield is 0.200. (6) The reactants are [CH3:1][O:2][C:3]1[CH:4]=[C:5]2[C:10](=[CH:11][C:12]=1[O:13][CH3:14])[N:9]=[CH:8][NH:7][C:6]2=O.P(Cl)(Cl)([Cl:18])=O. No catalyst specified. The product is [Cl:18][C:6]1[C:5]2[C:10](=[CH:11][C:12]([O:13][CH3:14])=[C:3]([O:2][CH3:1])[CH:4]=2)[N:9]=[CH:8][N:7]=1. The yield is 0.800. (7) The reactants are Cl[C:2]1[CH:11]=[CH:10][N:9]=[C:8]2[C:3]=1[CH:4]=[CH:5][C:6]([C:12]([F:15])([F:14])[F:13])=[N:7]2.[F:16][C:17]1[CH:22]=[CH:21][C:20](B(O)O)=[CH:19][C:18]=1[C:26]1[C:31]([C:32]#[N:33])=[CH:30][CH:29]=[CH:28][N:27]=1. No catalyst specified. The product is [F:16][C:17]1[CH:22]=[CH:21][C:20]([C:2]2[C:3]3[C:8](=[N:7][C:6]([C:12]([F:15])([F:14])[F:13])=[CH:5][CH:4]=3)[N:9]=[CH:10][CH:11]=2)=[CH:19][C:18]=1[C:26]1[N:27]=[CH:28][CH:29]=[CH:30][C:31]=1[C:32]#[N:33]. The yield is 0.710. (8) The reactants are [C:1]([O:5][C:6]([N:8]1[CH2:11][CH:10]([O:12][C:13]2[CH:18]=[C:17](Br)[CH:16]=[CH:15][C:14]=2[CH:20]=[O:21])[CH2:9]1)=[O:7])([CH3:4])([CH3:3])[CH3:2].[CH3:22][C:23]1[CH:28]=[CH:27][CH:26]=[CH:25][C:24]=1B(O)O.[O-]P([O-])([O-])=O.[K+].[K+].[K+].C1(C)C=CC=CC=1. The catalyst is CCOC(C)=O.C1C=CC(/C=C/C(/C=C/C2C=CC=CC=2)=O)=CC=1.C1C=CC(/C=C/C(/C=C/C2C=CC=CC=2)=O)=CC=1.[Pd].CC(P(C(C)(C)C)[C-]1C=CC=C1)(C)C.C1C=CC([C-]2C(C3C=CC=CC=3)=C(C3C=CC=CC=3)C(C3C=CC=CC=3)=C2C2C=CC=CC=2)=CC=1.[Fe+2]. The product is [C:1]([O:5][C:6]([N:8]1[CH2:11][CH:10]([O:12][C:13]2[CH:18]=[C:17]([C:24]3[CH:25]=[CH:26][CH:27]=[CH:28][C:23]=3[CH3:22])[CH:16]=[CH:15][C:14]=2[CH:20]=[O:21])[CH2:9]1)=[O:7])([CH3:4])([CH3:3])[CH3:2]. The yield is 0.980. (9) The reactants are Br[C:2]1[N:7]=[C:6]([NH:8][CH2:9][CH:10]2[CH2:15][CH2:14][O:13][CH2:12][CH2:11]2)[C:5]([NH2:16])=[N:4][CH:3]=1.BrC1N=[C:20]([NH2:25])C(N)=NC=1.[O:26]1CCC(CN)C[CH2:27]1.[CH:34](N(C(C)C)CC)([CH3:36])[CH3:35].[CH2:43]([OH:47])[CH2:44][CH2:45][CH3:46]. No catalyst specified. The product is [CH3:20][NH:25][C:43](=[O:47])[C:44]1[CH:36]=[CH:34][C:35]([C:2]2[N:7]=[C:6]3[N:8]([CH2:9][CH:10]4[CH2:15][CH2:14][O:13][CH2:12][CH2:11]4)[C:27](=[O:26])[NH:16][C:5]3=[N:4][CH:3]=2)=[CH:46][CH:45]=1. The yield is 0.640.